From a dataset of Full USPTO retrosynthesis dataset with 1.9M reactions from patents (1976-2016). Predict the reactants needed to synthesize the given product. The reactants are: [CH2:1]([N:3]1[C:10](=[O:11])[CH:9]([CH2:12][C:13]2[CH:18]=[CH:17][CH:16]=[CH:15][CH:14]=2)[CH2:8][C@H:4]1[C:5]([OH:7])=O)[CH3:2].C(N1CCOCC1)C.ON1C2C=CC=CC=2N=N1.Cl.CN(C)CCCN=C=NCC.[Cl:49][C:50]1[CH:55]=[C:54]([F:56])[CH:53]=[CH:52][C:51]=1[CH2:57][NH2:58].C(=O)([O-])O.[Na+]. Given the product [Cl:49][C:50]1[CH:55]=[C:54]([F:56])[CH:53]=[CH:52][C:51]=1[CH2:57][NH:58][C:5](=[O:7])[C@@H:4]1[CH2:8][CH:9]([CH2:12][C:13]2[CH:18]=[CH:17][CH:16]=[CH:15][CH:14]=2)[C:10](=[O:11])[N:3]1[CH2:1][CH3:2], predict the reactants needed to synthesize it.